From a dataset of Peptide-MHC class I binding affinity with 185,985 pairs from IEDB/IMGT. Regression. Given a peptide amino acid sequence and an MHC pseudo amino acid sequence, predict their binding affinity value. This is MHC class I binding data. The peptide sequence is FHNNWGATL. The MHC is HLA-A01:01 with pseudo-sequence HLA-A01:01. The binding affinity (normalized) is 0.0847.